This data is from Forward reaction prediction with 1.9M reactions from USPTO patents (1976-2016). The task is: Predict the product of the given reaction. (1) The product is: [C:16]([C:15]1[CH:18]=[CH:19][C:12]([CH2:11][O:10][C:5]2[C:4]([CH3:20])=[C:3]([CH2:1][NH:21][C:22]3[CH:23]=[CH:24][C:25]([C:28]4[CH:33]=[CH:32][C:31]([C:34]#[N:35])=[CH:30][CH:29]=4)=[CH:26][CH:27]=3)[CH:8]=[N:7][C:6]=2[CH3:9])=[CH:13][CH:14]=1)#[N:17]. Given the reactants [CH:1]([C:3]1[C:4]([CH3:20])=[C:5]([O:10][CH2:11][C:12]2[CH:19]=[CH:18][C:15]([C:16]#[N:17])=[CH:14][CH:13]=2)[C:6]([CH3:9])=[N:7][CH:8]=1)=O.[NH2:21][C:22]1[CH:27]=[CH:26][C:25]([C:28]2[CH:33]=[CH:32][C:31]([C:34]#[N:35])=[CH:30][CH:29]=2)=[CH:24][CH:23]=1.O.C1(C)C=CC(S(O)(=O)=O)=CC=1.[BH4-].[Na+], predict the reaction product. (2) Given the reactants [CH3:1][O:2][C:3](=[O:38])[CH2:4][N:5]1[C:11](=[O:12])[C@@H:10]([NH:13][C:14](=[O:23])[CH2:15][CH2:16][C:17]2[CH:22]=[CH:21][CH:20]=[CH:19][CH:18]=2)[CH2:9][N:8](C(=O)CCC2C=CC=CC=2)[C:7]2[CH:34]=[CH:35][CH:36]=[CH:37][C:6]1=2.C1(CCC(N[C@@H]2C(=O)N(CC(O)=O)C3C=CC=CC=3NC2)=O)C=CC=CC=1, predict the reaction product. The product is: [CH3:1][O:2][C:3](=[O:38])[CH2:4][N:5]1[C:11](=[O:12])[C@@H:10]([NH:13][C:14](=[O:23])[CH2:15][CH2:16][C:17]2[CH:18]=[CH:19][CH:20]=[CH:21][CH:22]=2)[CH2:9][NH:8][C:7]2[CH:34]=[CH:35][CH:36]=[CH:37][C:6]1=2. (3) Given the reactants [CH3:1][C:2]1[CH:8]=[CH:7][C:5]([NH2:6])=[CH:4][C:3]=1[C:9]([F:12])([F:11])[F:10].N1C=CC=CC=1.Cl[C:20]([O:22][CH2:23][C:24]1[CH:29]=[CH:28][CH:27]=[CH:26][CH:25]=1)=[O:21].[Br:30]N1C(=O)CCC1=O, predict the reaction product. The product is: [CH2:23]([O:22][C:20](=[O:21])[NH:6][C:5]1[CH:7]=[CH:8][C:2]([CH2:1][Br:30])=[C:3]([C:9]([F:10])([F:11])[F:12])[CH:4]=1)[C:24]1[CH:29]=[CH:28][CH:27]=[CH:26][CH:25]=1. (4) Given the reactants [CH3:1][C:2]1[C:6]2[CH:7]=[CH:8][CH:9]=[CH:10][C:5]=2[S:4][C:3]=1[S:11](Cl)(=[O:13])=[O:12].[NH2:15][C:16]1[CH:17]=[C:18]([CH:22]=[CH:23][CH:24]=1)[C:19]([OH:21])=[O:20], predict the reaction product. The product is: [CH3:1][C:2]1[C:6]2[CH:7]=[CH:8][CH:9]=[CH:10][C:5]=2[S:4][C:3]=1[S:11]([NH:15][C:16]1[CH:17]=[C:18]([CH:22]=[CH:23][CH:24]=1)[C:19]([OH:21])=[O:20])(=[O:13])=[O:12]. (5) Given the reactants [CH3:1][O:2][C:3]1[CH:8]=[CH:7][C:6]([CH2:9]O)=[C:5]([CH:11]=[CH2:12])[CH:4]=1.P(Br)(Br)[Br:14].O, predict the reaction product. The product is: [Br:14][CH2:9][C:6]1[CH:7]=[CH:8][C:3]([O:2][CH3:1])=[CH:4][C:5]=1[CH:11]=[CH2:12]. (6) Given the reactants [Cl:1][C:2]1[CH:7]=[C:6]([NH:8][C:9]2[CH:14]=[CH:13][C:12]([F:15])=[CH:11][C:10]=2F)[CH:5]=[CH:4][C:3]=1[C:17]([C:19]1[CH:24]=[C:23]([C:25]2[N:26]=[N:27][N:28]([CH2:30][CH2:31][O:32][CH:33]3[CH2:38][CH2:37][CH2:36][CH2:35][O:34]3)[CH:29]=2)[CH:22]=[CH:21][C:20]=1[CH3:39])=[O:18].ClC1C=C(NC2C=CC(F)=CC=2)C=CC=1C(C1C=C(C#C)C=CC=1C)=O.N(CCOC1CCCCO1)=[N+]=[N-], predict the reaction product. The product is: [Cl:1][C:2]1[CH:7]=[C:6]([NH:8][C:9]2[CH:10]=[CH:11][C:12]([F:15])=[CH:13][CH:14]=2)[CH:5]=[CH:4][C:3]=1[C:17]([C:19]1[CH:24]=[C:23]([C:25]2[N:26]=[N:27][N:28]([CH2:30][CH2:31][O:32][CH:33]3[CH2:38][CH2:37][CH2:36][CH2:35][O:34]3)[CH:29]=2)[CH:22]=[CH:21][C:20]=1[CH3:39])=[O:18]. (7) Given the reactants [C:1]1([CH2:7][CH2:8][CH2:9][C:10]2[N:11]=[C:12]([C:15]([NH:17][C@@H:18]([C:20]([NH:22][C@H:23]3[CH2:27][C:26](=[O:28])[O:25][C@@H:24]3[O:29]CC3C=CC=CC=3)=[O:21])[CH3:19])=[O:16])[NH:13][CH:14]=2)[CH:6]=[CH:5][CH:4]=[CH:3][CH:2]=1, predict the reaction product. The product is: [C:1]1([CH2:7][CH2:8][CH2:9][C:10]2[N:11]=[C:12]([C:15]([NH:17][C@H:18]([C:20]([NH:22][CH:23]([CH:24]=[O:29])[CH2:27][C:26]([OH:28])=[O:25])=[O:21])[CH3:19])=[O:16])[NH:13][CH:14]=2)[CH:2]=[CH:3][CH:4]=[CH:5][CH:6]=1. (8) Given the reactants [Cl:1][C:2]1[CH:8]=[C:7]([F:9])[CH:6]=[CH:5][C:3]=1[NH2:4].[C:10](Cl)(Cl)=[S:11].C(N(C(C)C)C(C)C)C, predict the reaction product. The product is: [Cl:1][C:2]1[CH:8]=[C:7]([F:9])[CH:6]=[CH:5][C:3]=1[N:4]=[C:10]=[S:11]. (9) Given the reactants C([O:3][C:4]([C:6]1[C:7]2[CH:8]=[CH:9][N:10]([C:15]3[CH:16]=[N:17][CH:18]=[C:19]([C@@H:21]4[CH2:25][CH2:24][CH2:23][N:22]4[C:26](=[O:45])[C@@H:27]([NH:31][C:32](=[O:44])[C@@H:33]([N:35]([C:37]([O:39][C:40]([CH3:43])([CH3:42])[CH3:41])=[O:38])[CH3:36])[CH3:34])[CH:28]([CH3:30])[CH3:29])[CH:20]=3)[C:11]=2[CH:12]=[CH:13][CH:14]=1)=[O:5])C.[Li+].[OH-], predict the reaction product. The product is: [C:40]([O:39][C:37]([N:35]([CH3:36])[C@@H:33]([CH3:34])[C:32]([NH:31][C@@H:27]([CH:28]([CH3:29])[CH3:30])[C:26]([N:22]1[CH2:23][CH2:24][CH2:25][C@H:21]1[C:19]1[CH:20]=[C:15]([N:10]2[C:11]3[CH:12]=[CH:13][CH:14]=[C:6]([C:4]([OH:5])=[O:3])[C:7]=3[CH:8]=[CH:9]2)[CH:16]=[N:17][CH:18]=1)=[O:45])=[O:44])=[O:38])([CH3:43])([CH3:42])[CH3:41]. (10) Given the reactants [CH:1]1[CH:6]=[CH:5][C:4]([N:7]([C:14]2[CH:19]=[CH:18][C:17](Br)=[CH:16][CH:15]=2)[C:8]2[CH:13]=[CH:12][CH:11]=[CH:10][CH:9]=2)=[CH:3][CH:2]=1.[C:21]([C:24]1[CH:29]=[CH:28][C:27](B(O)O)=[CH:26][CH:25]=1)(=[O:23])[CH3:22].C(=O)([O-])[O-].[Na+].[Na+].C(#N)C, predict the reaction product. The product is: [C:4]1([N:7]([C:8]2[CH:13]=[CH:12][CH:11]=[CH:10][CH:9]=2)[C:14]2[CH:19]=[CH:18][C:17]([C:27]3[CH:28]=[CH:29][C:24]([C:21](=[O:23])[CH3:22])=[CH:25][CH:26]=3)=[CH:16][CH:15]=2)[CH:5]=[CH:6][CH:1]=[CH:2][CH:3]=1.